From a dataset of Catalyst prediction with 721,799 reactions and 888 catalyst types from USPTO. Predict which catalyst facilitates the given reaction. (1) Product: [C:1]([O:5][C:6]([N:8]([CH3:32])[C@H:9]1[C@@H:13]([O:14][Si:15]([C:18]([CH3:21])([CH3:20])[CH3:19])([CH3:17])[CH3:16])[CH2:12][N:11]([C:22]([O:24][CH2:25][C:26]2[CH:27]=[CH:28][CH:29]=[CH:30][CH:31]=2)=[O:23])[CH2:10]1)=[O:7])([CH3:2])([CH3:3])[CH3:4]. The catalyst class is: 116. Reactant: [C:1]([O:5][C:6]([NH:8][C@H:9]1[C@@H:13]([O:14][Si:15]([C:18]([CH3:21])([CH3:20])[CH3:19])([CH3:17])[CH3:16])[CH2:12][N:11]([C:22]([O:24][CH2:25][C:26]2[CH:31]=[CH:30][CH:29]=[CH:28][CH:27]=2)=[O:23])[CH2:10]1)=[O:7])([CH3:4])([CH3:3])[CH3:2].[CH3:32][Si]([N-][Si](C)(C)C)(C)C.[Na+].CI. (2) Product: [CH2:8]([N:15]1[CH2:16][CH:3]([CH3:4])[CH:2]([C:1]([O:6][CH3:7])=[O:5])[CH2:19]1)[C:9]1[CH:10]=[CH:11][CH:12]=[CH:13][CH:14]=1. The catalyst class is: 2. Reactant: [C:1]([O:6][CH3:7])(=[O:5])/[CH:2]=[CH:3]/[CH3:4].[CH2:8]([N:15]([CH2:19][Si](C)(C)C)[CH2:16]OC)[C:9]1[CH:14]=[CH:13][CH:12]=[CH:11][CH:10]=1.